This data is from Experimentally validated miRNA-target interactions with 360,000+ pairs, plus equal number of negative samples. The task is: Binary Classification. Given a miRNA mature sequence and a target amino acid sequence, predict their likelihood of interaction. (1) The miRNA is hsa-miR-3152-3p with sequence UGUGUUAGAAUAGGGGCAAUAA. The protein sequence of the target gene is MAEASVDASTLPVTVKKKKSLSIEEKIDIINAVESGKKKAEIAAEYGIKKNSLSSIMKNKDKVLEAFESLRFDPKRKRLRTAFYTDLEEALMRWYRIAQCLNVPVNGPMLRLKANDFAQKLGHNDFKCSNGWLDRFKSRYGLVFRAQPVEATGVPVDPSTVWYQNVLPYYLNDYHPKNVFNIKETGLLYRMLPTNTFAFKGETCSVGKLCKDRITLVVGTNMDGSEKLPLLVIGKKRTPHCFKGLKSLPVCYEANRMAWMTSDVFEQWMRKLDEEFQAQQRRVVIFVESFPAHPEVKNLK.... Result: 0 (no interaction). (2) The miRNA is hsa-miR-4433a-5p with sequence CGUCCCACCCCCCACUCCUGU. The protein sequence of the target gene is MKLLARALRLCEFGRQASSRRLVAGQGCVGPRRGCCAPVQVVGPRADLPPCGACITGRIMRPDDANVAGNVHGGTILKMIEEAGAIISTRHCNSQNGERCVAALARVERTDFLSPMCIGEVAHVSAEITYTSKHSVEVQVNVMSENILTGAKKLTNKATLWYVPLSLKNVDKVLEVPPVVYSRQEQEEEGRKRYEAQKLERMETKWRNGDIVQPVLNPEPNTVSYSQSSLIHLVGPSDCTLHGFVHGGVTMKLMDEVAGIVAARHCKTNIVTASVDAINFHDKIRKGCVITISGRMTFTS.... Result: 0 (no interaction).